From a dataset of Catalyst prediction with 721,799 reactions and 888 catalyst types from USPTO. Predict which catalyst facilitates the given reaction. (1) Reactant: [NH:1]1[CH2:6][CH2:5][CH:4]([NH:7][C:8](=[O:14])[O:9][C:10]([CH3:13])([CH3:12])[CH3:11])[CH2:3][CH2:2]1.N1C=CC=CC=1.[Br:21][CH2:22][CH2:23][CH2:24][C:25](Cl)=[O:26]. Product: [Br:21][CH2:22][CH2:23][CH2:24][C:25]([N:1]1[CH2:2][CH2:3][CH:4]([NH:7][C:8](=[O:14])[O:9][C:10]([CH3:11])([CH3:13])[CH3:12])[CH2:5][CH2:6]1)=[O:26]. The catalyst class is: 2. (2) Reactant: [Cl:1][C:2]1[CH:7]=[CH:6][C:5]([S:8]([C:11]2([C:22]3[CH:27]=[C:26]([F:28])[CH:25]=[CH:24][C:23]=3[F:29])[CH2:16][CH2:15][CH:14]([O:17][S:18](=[O:21])(=[O:20])[NH2:19])[CH2:13][CH2:12]2)(=[O:10])=[O:9])=[CH:4][CH:3]=1.[C:30](OC(=O)C)(=[O:32])[CH3:31]. Product: [Cl:1][C:2]1[CH:7]=[CH:6][C:5]([S:8]([C:11]2([C:22]3[CH:27]=[C:26]([F:28])[CH:25]=[CH:24][C:23]=3[F:29])[CH2:12][CH2:13][CH:14]([O:17][S:18](=[O:20])(=[O:21])[NH:19][C:30](=[O:32])[CH3:31])[CH2:15][CH2:16]2)(=[O:10])=[O:9])=[CH:4][CH:3]=1. The catalyst class is: 17. (3) Reactant: N#N.[CH2:3]([O:5][C:6](=[O:11])[CH2:7][CH2:8][CH2:9]Br)[CH3:4].C(=O)([O-])[O-].[Cs+].[Cs+].[C:18]([O:22][C:23]([NH:25][C:26]1[C:35]([CH3:36])=[CH:34][C:33]([CH3:37])=[CH:32][C:27]=1[C:28]([O:30][CH3:31])=[O:29])=[O:24])([CH3:21])([CH3:20])[CH3:19]. Product: [C:18]([O:22][C:23]([N:25]([CH2:9][CH2:8][CH2:7][C:6]([O:5][CH2:3][CH3:4])=[O:11])[C:26]1[C:35]([CH3:36])=[CH:34][C:33]([CH3:37])=[CH:32][C:27]=1[C:28]([O:30][CH3:31])=[O:29])=[O:24])([CH3:21])([CH3:20])[CH3:19]. The catalyst class is: 3. (4) Reactant: Br[C:2]1[CH:7]=[CH:6][C:5]([F:8])=[C:4]([O:9][CH2:10][CH2:11][CH3:12])[CH:3]=1.[B:13]1([B:13]2[O:17][C:16]([CH3:19])([CH3:18])[C:15]([CH3:21])([CH3:20])[O:14]2)[O:17][C:16]([CH3:19])([CH3:18])[C:15]([CH3:21])([CH3:20])[O:14]1.CC([O-])=O.[K+]. Product: [F:8][C:5]1[CH:6]=[CH:7][C:2]([B:13]2[O:17][C:16]([CH3:19])([CH3:18])[C:15]([CH3:21])([CH3:20])[O:14]2)=[CH:3][C:4]=1[O:9][CH2:10][CH2:11][CH3:12]. The catalyst class is: 151. (5) Reactant: [F:1][CH:2]([F:32])[C:3]1[N:7]([C:8]2[N:13]=[C:12]([N:14]3[CH2:19][CH2:18][O:17][CH2:16][CH2:15]3)[N:11]=[C:10]([NH:20][C@H:21]3[CH2:26][CH2:25][C@H:24]([NH2:27])[CH2:23][CH2:22]3)[N:9]=2)[C:6]2[CH:28]=[CH:29][CH:30]=[CH:31][C:5]=2[N:4]=1.N1(CO)C2C=CC=C[C:36]=2N=N1.[BH4-].[Na+].C(=O)(O)[O-].[Na+]. Product: [F:32][CH:2]([F:1])[C:3]1[N:7]([C:8]2[N:13]=[C:12]([N:14]3[CH2:15][CH2:16][O:17][CH2:18][CH2:19]3)[N:11]=[C:10]([N:20]([CH3:36])[C@H:21]3[CH2:22][CH2:23][C@H:24]([NH2:27])[CH2:25][CH2:26]3)[N:9]=2)[C:6]2[CH:28]=[CH:29][CH:30]=[CH:31][C:5]=2[N:4]=1. The catalyst class is: 8.